From a dataset of Peptide-MHC class II binding affinity with 134,281 pairs from IEDB. Regression. Given a peptide amino acid sequence and an MHC pseudo amino acid sequence, predict their binding affinity value. This is MHC class II binding data. The peptide sequence is YVDEHLMCEIEGHHL. The MHC is HLA-DQA10102-DQB10602 with pseudo-sequence HLA-DQA10102-DQB10602. The binding affinity (normalized) is 0.314.